Dataset: Full USPTO retrosynthesis dataset with 1.9M reactions from patents (1976-2016). Task: Predict the reactants needed to synthesize the given product. Given the product [Cl:1][C:2]1[CH:3]=[C:4]([NH:8][C:9]2[CH:14]=[C:13]([NH:15][CH:16]3[CH2:17][CH2:18][N:19]([C:22]([O:24][C:25]([CH3:28])([CH3:26])[CH3:27])=[O:23])[CH2:20][CH2:21]3)[N:12]3[N:29]=[CH:30][C:31]([CH:32]=[C:43]4[C:41](=[O:42])[NH:40][C:38](=[O:39])[NH:37]4)=[C:11]3[N:10]=2)[CH:5]=[CH:6][CH:7]=1, predict the reactants needed to synthesize it. The reactants are: [Cl:1][C:2]1[CH:3]=[C:4]([NH:8][C:9]2[CH:14]=[C:13]([NH:15][CH:16]3[CH2:21][CH2:20][N:19]([C:22]([O:24][C:25]([CH3:28])([CH3:27])[CH3:26])=[O:23])[CH2:18][CH2:17]3)[N:12]3[N:29]=[CH:30][C:31]([CH:32]=O)=[C:11]3[N:10]=2)[CH:5]=[CH:6][CH:7]=1.C(O)C.[NH:37]1[CH2:43][C:41](=[O:42])[NH:40][C:38]1=[O:39].N1CCCCC1.